From a dataset of Reaction yield outcomes from USPTO patents with 853,638 reactions. Predict the reaction yield, written as a fraction of the theoretical maximum amount of product (1.0 means a 100% yield; for example, 0.34 means a 34% yield). (1) The reactants are [N+:1]([C:4]1[CH:11]=[CH:10][C:7]([NH:8][CH3:9])=[CH:6][CH:5]=1)([O-:3])=[O:2].[H-].[Na+].[CH2:14]([CH:16]1[O:18][CH2:17]1)Br.[CH3:19][NH:20][CH3:21].CO. The catalyst is CN(C=O)C.C(Cl)Cl. The product is [CH3:19][N:20]([CH2:14][CH:16]([OH:18])[CH2:17][N:8]([C:7]1[CH:10]=[CH:11][C:4]([N+:1]([O-:3])=[O:2])=[CH:5][CH:6]=1)[CH3:9])[CH3:21]. The yield is 0.860. (2) The reactants are [CH3:1][N:2]1[C:6]([C:7]2[CH:8]=[C:9]([NH2:23])[CH:10]=[CH:11][C:12]=2[O:13][CH2:14][CH2:15][CH2:16][N:17]2[CH2:22][CH2:21][O:20][CH2:19][CH2:18]2)=[CH:5][CH:4]=[N:3]1.[Cl:24][C:25]1[CH:34]=[CH:33][C:28]([CH2:29][N:30]=[C:31]=[O:32])=[CH:27][CH:26]=1. The catalyst is C(Cl)Cl. The product is [Cl:24][C:25]1[CH:26]=[CH:27][C:28]([CH2:29][NH:30][C:31]([NH:23][C:9]2[CH:10]=[CH:11][C:12]([O:13][CH2:14][CH2:15][CH2:16][N:17]3[CH2:22][CH2:21][O:20][CH2:19][CH2:18]3)=[C:7]([C:6]3[N:2]([CH3:1])[N:3]=[CH:4][CH:5]=3)[CH:8]=2)=[O:32])=[CH:33][CH:34]=1. The yield is 0.780.